The task is: Regression/Classification. Given a drug SMILES string, predict its absorption, distribution, metabolism, or excretion properties. Task type varies by dataset: regression for continuous measurements (e.g., permeability, clearance, half-life) or binary classification for categorical outcomes (e.g., BBB penetration, CYP inhibition). Dataset: cyp2c19_veith.. This data is from CYP2C19 inhibition data for predicting drug metabolism from PubChem BioAssay. The molecule is CCOc1ccc(-n2c(Cc3ccccc3)nnc2SCc2c(C)noc2C)cc1. The result is 1 (inhibitor).